Predict the reaction yield, written as a fraction of the theoretical maximum amount of product (1.0 means a 100% yield; for example, 0.34 means a 34% yield). From a dataset of Reaction yield outcomes from USPTO patents with 853,638 reactions. (1) The reactants are [NH2:1][CH:2]1[CH2:7][CH2:6][O:5][CH2:4][CH2:3]1.Cl[C:9]1[N:14]=[C:13]([C:15]2[N:16]([CH3:24])[C:17]3[C:22]([CH:23]=2)=[CH:21][CH:20]=[CH:19][CH:18]=3)[N:12]=[C:11]([NH:25][C:26]2[CH:30]=[C:29]([CH3:31])[NH:28][N:27]=2)[CH:10]=1. No catalyst specified. The product is [O:5]1[CH2:6][CH2:7][CH:2]([NH:1][C:9]2[CH:10]=[C:11]([NH:25][C:26]3[CH:30]=[C:29]([CH3:31])[NH:28][N:27]=3)[N:12]=[C:13]([C:15]3[N:16]([CH3:24])[C:17]4[C:22]([CH:23]=3)=[CH:21][CH:20]=[CH:19][CH:18]=4)[N:14]=2)[CH2:3][CH2:4]1. The yield is 0.860. (2) The reactants are Cl.Cl.[NH2:3][C@H:4]1[C:8]2([CH2:10][CH2:9]2)[CH2:7][NH:6][CH2:5]1.C(N(CC)CC)C.F[B]F.[F:21][C:22]1[CH:23]=[C:24]2[C:29](=[C:30]([O:33][CH3:34])[C:31]=1F)[N:28]([C@@H:35]1[CH2:37][C@@H:36]1[F:38])[CH:27]=[C:26]([C:39]([OH:41])=[O:40])[C:25]2=[O:42]. The catalyst is CS(C)=O. The product is [NH2:3][C@H:4]1[C:8]2([CH2:10][CH2:9]2)[CH2:7][N:6]([C:31]2[C:30]([O:33][CH3:34])=[C:29]3[C:24]([C:25](=[O:42])[C:26]([C:39]([OH:41])=[O:40])=[CH:27][N:28]3[C@@H:35]3[CH2:37][C@@H:36]3[F:38])=[CH:23][C:22]=2[F:21])[CH2:5]1. The yield is 0.614. (3) The reactants are C[Si](C)(C)N[Si](C)(C)C.C([Li])CCC.[C:15]([O:19][C:20](=[O:36])[NH:21][C@H:22]([C@@H:30]1[CH2:34][CH2:33][C:32](=[O:35])[O:31]1)[CH2:23][C:24]1[CH:29]=[CH:28][CH:27]=[CH:26][CH:25]=1)([CH3:18])([CH3:17])[CH3:16].Br[CH2:38][CH:39]=[C:40]([CH3:42])[CH3:41]. The catalyst is C(=O)=O.CC(C)=O.O1CCCC1. The product is [C:15]([O:19][C:20](=[O:36])[NH:21][C@H:22]([C@@H:30]1[CH2:34][C@@H:33]([CH2:38][CH:39]=[C:40]([CH3:42])[CH3:41])[C:32](=[O:35])[O:31]1)[CH2:23][C:24]1[CH:29]=[CH:28][CH:27]=[CH:26][CH:25]=1)([CH3:18])([CH3:16])[CH3:17]. The yield is 0.770. (4) The reactants are [F:1][C:2]([F:14])([S:10]([O-:13])(=[O:12])=[O:11])[CH2:3][O:4][C:5](=[O:9])[C:6]([CH3:8])=[CH2:7].C([NH+](CC)CC)C.[Br-].[C:23]1([S+:29]([C:36]2[CH:41]=[CH:40][CH:39]=[CH:38][CH:37]=2)[C:30]2[CH:35]=[CH:34][CH:33]=[CH:32][CH:31]=2)[CH:28]=[CH:27][CH:26]=[CH:25][CH:24]=1. The catalyst is C(Cl)(Cl)Cl. The product is [F:14][C:2]([F:1])([S:10]([O-:13])(=[O:12])=[O:11])[CH2:3][O:4][C:5](=[O:9])[C:6]([CH3:8])=[CH2:7].[C:36]1([S+:29]([C:23]2[CH:24]=[CH:25][CH:26]=[CH:27][CH:28]=2)[C:30]2[CH:35]=[CH:34][CH:33]=[CH:32][CH:31]=2)[CH:37]=[CH:38][CH:39]=[CH:40][CH:41]=1. The yield is 0.870.